Dataset: Catalyst prediction with 721,799 reactions and 888 catalyst types from USPTO. Task: Predict which catalyst facilitates the given reaction. (1) Reactant: C([O:5][P:6]([O:13][CH2:14][CH2:15][CH2:16][C:17]([O:19][C@H:20]1[C@H:25]([NH:26][C:27]([O:29][CH3:30])=[O:28])[CH2:24][CH2:23][N:22]([C:31]2[CH:36]=[C:35]([C:37]#[N:38])[CH:34]=[C:33]([NH:39][C:40]3[N:45]=[C:44]([N:46](CC)[CH2:47][C:48]4C=CC(OC)=CC=4)[C:43]4=[N:58][CH:59]=[C:60]([C:61]#[N:62])[N:42]4[N:41]=3)[C:32]=2[Cl:63])[CH2:21]1)=[O:18])([O:8]C(C)(C)C)=[O:7])(C)(C)C.C(O)(C(F)(F)F)=O.C1(OC)C=CC=CC=1. Product: [P:6]([O:13][CH2:14][CH2:15][CH2:16][C:17]([O:19][C@H:20]1[C@H:25]([NH:26][C:27]([O:29][CH3:30])=[O:28])[CH2:24][CH2:23][N:22]([C:31]2[CH:36]=[C:35]([C:37]#[N:38])[CH:34]=[C:33]([NH:39][C:40]3[N:45]=[C:44]([NH:46][CH2:47][CH3:48])[C:43]4=[N:58][CH:59]=[C:60]([C:61]#[N:62])[N:42]4[N:41]=3)[C:32]=2[Cl:63])[CH2:21]1)=[O:18])([OH:8])([OH:7])=[O:5]. The catalyst class is: 26. (2) Reactant: Br[C:2]1[CH:3]=[N:4][CH:5]=[C:6]([O:8][CH2:9][C:10]2[CH:15]=[CH:14][CH:13]=[CH:12][CH:11]=2)[CH:7]=1.[B:16](OC(C)C)([O:21]C(C)C)[O:17]C(C)C.C([Li])CCC.Cl. Product: [CH2:9]([O:8][C:6]1[CH:7]=[C:2]([B:16]([OH:21])[OH:17])[CH:3]=[N:4][CH:5]=1)[C:10]1[CH:15]=[CH:14][CH:13]=[CH:12][CH:11]=1. The catalyst class is: 359. (3) Reactant: [CH3:1][O:2][C:3](=[O:12])[C:4]1[CH:9]=[CH:8][C:7]([NH2:10])=[C:6]([I:11])[CH:5]=1.[C:13](OC(=O)C)(=[O:15])[CH3:14]. Product: [CH3:1][O:2][C:3](=[O:12])[C:4]1[CH:9]=[CH:8][C:7]([NH:10][C:13](=[O:15])[CH3:14])=[C:6]([I:11])[CH:5]=1. The catalyst class is: 15. (4) Reactant: [C:1]([O:5][C:6]([N:8]1[C@H:13]([C:14](O)=O)[C@H:12]2[CH2:17][C@@H:9]1[CH2:10][C@H:11]2[F:18])=[O:7])([CH3:4])([CH3:3])[CH3:2].C(N(CC)CC)C.C(Cl)(=O)OCC(C)C.[NH2:34][C:35]1[CH:39]=[C:38]([Br:40])[S:37][C:36]=1[C:41]([NH2:43])=[O:42]. Product: [Br:40][C:38]1[S:37][C:36]2[C:41](=[O:42])[NH:43][C:14]([C@@H:13]3[C@H:12]4[CH2:17][C@H:9]([CH2:10][C@H:11]4[F:18])[N:8]3[C:6]([O:5][C:1]([CH3:4])([CH3:3])[CH3:2])=[O:7])=[N:34][C:35]=2[CH:39]=1. The catalyst class is: 30. (5) Reactant: [NH2:1][C:2]1[C:3]([NH:12][C:13](=O)[C:14]2[CH:19]=[CH:18][CH:17]=[CH:16][CH:15]=2)=[C:4]([CH:9]=[CH:10][CH:11]=1)[C:5]([O:7][CH3:8])=[O:6].C([O-])(O)=O.[Na+]. Product: [C:14]1([C:13]2[NH:12][C:3]3[C:4]([C:5]([O:7][CH3:8])=[O:6])=[CH:9][CH:10]=[CH:11][C:2]=3[N:1]=2)[CH:19]=[CH:18][CH:17]=[CH:16][CH:15]=1. The catalyst class is: 15. (6) Product: [I:1][C:2]1[CH:31]=[CH:30][CH:29]=[CH:28][C:3]=1[O:4][CH:5]1[CH2:10][CH2:9][N:8]([C:11]2[N:16]=[N:15][C:14]([C:17]3[CH:18]=[N:19][CH:20]=[C:21]([CH:27]=3)[C:22]([OH:24])=[O:23])=[CH:13][CH:12]=2)[CH2:7][CH2:6]1. The catalyst class is: 5. Reactant: [I:1][C:2]1[CH:31]=[CH:30][CH:29]=[CH:28][C:3]=1[O:4][CH:5]1[CH2:10][CH2:9][N:8]([C:11]2[N:16]=[N:15][C:14]([C:17]3[CH:18]=[N:19][CH:20]=[C:21]([CH:27]=3)[C:22]([O:24]CC)=[O:23])=[CH:13][CH:12]=2)[CH2:7][CH2:6]1.[OH-].[Na+]. (7) Reactant: [CH3:1][O:2][C:3]([C:5]1[S:6][C:7]([C:11]#[C:12][C:13]([CH3:16])([CH3:15])[CH3:14])=[CH:8][C:9]=1[NH2:10])=[O:4].[N:17]1([CH:22]2[CH2:27][CH2:26][C:25](=O)[CH2:24][CH2:23]2)[CH:21]=[CH:20][N:19]=[N:18]1.C([Sn](Cl)(Cl)CCCC)CCC.C1([SiH3])C=CC=CC=1. Product: [CH3:1][O:2][C:3]([C:5]1[S:6][C:7]([C:11]#[C:12][C:13]([CH3:16])([CH3:15])[CH3:14])=[CH:8][C:9]=1[NH:10][CH:25]1[CH2:24][CH2:23][CH:22]([N:17]2[CH:21]=[CH:20][N:19]=[N:18]2)[CH2:27][CH2:26]1)=[O:4]. The catalyst class is: 1.